This data is from Full USPTO retrosynthesis dataset with 1.9M reactions from patents (1976-2016). The task is: Predict the reactants needed to synthesize the given product. Given the product [CH2:1]([O:8][C:9]([C@H:11]1[C@H:12]([OH:33])[C@H:13]([OH:30])[C@@H:14]([OH:28])[CH2:15][N:16]1[S:17]([C:20]1[CH:21]=[CH:22][C:23]([O:26][CH3:27])=[CH:24][CH:25]=1)(=[O:19])=[O:18])=[O:10])[C:2]1[CH:7]=[CH:6][CH:5]=[CH:4][CH:3]=1, predict the reactants needed to synthesize it. The reactants are: [CH2:1]([O:8][C:9]([C@@H:11]1[N:16]([S:17]([C:20]2[CH:25]=[CH:24][C:23]([O:26][CH3:27])=[CH:22][CH:21]=2)(=[O:19])=[O:18])[CH2:15][C@@H:14]2[O:28]C(C)(C)[O:30][C@@H:13]2[C@H:12]1[O:33]C1CCCCO1)=[O:10])[C:2]1[CH:7]=[CH:6][CH:5]=[CH:4][CH:3]=1.